Dataset: Forward reaction prediction with 1.9M reactions from USPTO patents (1976-2016). Task: Predict the product of the given reaction. (1) Given the reactants O[C:2]1[N:3]=[CH:4][C:5]([C:8]([OH:10])=O)=[N:6][CH:7]=1.S(Cl)([Cl:13])=O.C(N(C(C)C)CC)(C)C.[C:24]([O:28][C:29]([NH:31][C:32]1[CH:37]=[CH:36][CH:35]=[CH:34][C:33]=1[NH2:38])=[O:30])([CH3:27])([CH3:26])[CH3:25].C(=O)(O)[O-].[Na+], predict the reaction product. The product is: [C:24]([O:28][C:29]([NH:31][C:32]1[CH:37]=[CH:36][CH:35]=[CH:34][C:33]=1[NH:38][C:8]([C:5]1[CH:4]=[N:3][C:2]([Cl:13])=[CH:7][N:6]=1)=[O:10])=[O:30])([CH3:27])([CH3:25])[CH3:26]. (2) Given the reactants [OH:1][C:2]1[CH:7]=[CH:6][C:5]([CH2:8][CH2:9][C:10]([O:12][CH3:13])=[O:11])=[CH:4][CH:3]=1.[C:14]1([C:20]([C:22]2[CH:23]=[C:24]([CH2:28]O)[CH:25]=[CH:26][CH:27]=2)=[CH2:21])[CH:19]=[CH:18][CH:17]=[CH:16][CH:15]=1.C(P(CCCC)CCCC)CCC.N(C(N1CCCCC1)=O)=NC(N1CCCCC1)=O, predict the reaction product. The product is: [C:14]1([C:20]([C:22]2[CH:23]=[C:24]([CH:25]=[CH:26][CH:27]=2)[CH2:28][O:1][C:2]2[CH:3]=[CH:4][C:5]([CH2:8][CH2:9][C:10]([O:12][CH3:13])=[O:11])=[CH:6][CH:7]=2)=[CH2:21])[CH:15]=[CH:16][CH:17]=[CH:18][CH:19]=1. (3) Given the reactants O.[F-].C([N+](CCCC)(CCCC)CCCC)CCC.[CH2:20]([N:22]([CH2:54][CH2:55][O:56][Si](CC)(CC)CC)[C:23](=[O:53])[C:24]1[CH:29]=[CH:28][C:27]([C@@H:30]([N:37]2[CH2:42][C@@H:41]([CH3:43])[N:40]([CH2:44][C:45]3[CH:50]=[CH:49][CH:48]=[C:47]([F:51])[CH:46]=3)[CH2:39][C@@H:38]2[CH3:52])[C:31]2[CH:36]=[CH:35][CH:34]=[CH:33][CH:32]=2)=[CH:26][CH:25]=1)[CH3:21], predict the reaction product. The product is: [CH2:20]([N:22]([CH2:54][CH2:55][OH:56])[C:23](=[O:53])[C:24]1[CH:29]=[CH:28][C:27]([C@@H:30]([N:37]2[CH2:42][C@@H:41]([CH3:43])[N:40]([CH2:44][C:45]3[CH:50]=[CH:49][CH:48]=[C:47]([F:51])[CH:46]=3)[CH2:39][C@@H:38]2[CH3:52])[C:31]2[CH:32]=[CH:33][CH:34]=[CH:35][CH:36]=2)=[CH:26][CH:25]=1)[CH3:21].